The task is: Predict the reactants needed to synthesize the given product.. This data is from Full USPTO retrosynthesis dataset with 1.9M reactions from patents (1976-2016). (1) Given the product [F:47][C:48]1[C:49]([CH3:23])=[C:50]([CH:53]=[CH:54][CH:55]=1)[CH2:51][NH:52][C:18]([C:15]1([CH2:21][OH:22])[CH2:14][CH2:13][N:12]([C:10](=[O:11])[CH2:9][NH:8][C:6](=[O:7])[O:5][C:1]([CH3:3])([CH3:4])[CH3:2])[CH2:17][CH2:16]1)=[O:20], predict the reactants needed to synthesize it. The reactants are: [C:1]([O:5][C:6]([NH:8][CH2:9][C:10]([N:12]1[CH2:17][CH2:16][C:15]([CH2:21][OH:22])([C:18]([OH:20])=O)[CH2:14][CH2:13]1)=[O:11])=[O:7])([CH3:4])([CH3:3])[CH3:2].[CH3:23]N(C(ON1N=NC2C=CC=CC1=2)=[N+](C)C)C.F[P-](F)(F)(F)(F)F.[F:47][C:48]1[CH:49]=[C:50]([CH:53]=[CH:54][CH:55]=1)[CH2:51][NH2:52].CCN(C(C)C)C(C)C. (2) Given the product [CH:1]1([O:7][C:8]([CH2:10][O:11][C:12]([CH2:13][CH2:14][NH:15][S:18]([C:21]2[CH:22]=[C:23]([CH:27]=[CH:28][CH:29]=2)[C:24]([OH:26])=[O:25])(=[O:20])=[O:19])=[O:16])=[O:9])[CH2:2][CH2:3][CH2:4][CH2:5][CH2:6]1, predict the reactants needed to synthesize it. The reactants are: [CH:1]1([O:7][C:8]([CH2:10][O:11][C:12](=[O:16])[CH2:13][CH2:14][NH2:15])=[O:9])[CH2:6][CH2:5][CH2:4][CH2:3][CH2:2]1.Cl[S:18]([C:21]1[CH:22]=[C:23]([CH:27]=[CH:28][CH:29]=1)[C:24]([OH:26])=[O:25])(=[O:20])=[O:19].C(N(CC)C(C)C)(C)C.